This data is from Catalyst prediction with 721,799 reactions and 888 catalyst types from USPTO. The task is: Predict which catalyst facilitates the given reaction. Reactant: [F:1][C:2]([F:15])([F:14])[S:3]([O:6]S(C(F)(F)F)(=O)=O)(=[O:5])=[O:4].[N:16]1([C:26]2[C:27](=O)[NH:28][C:29]3[C:34]([N:35]=2)=[CH:33][C:32]([C:36]([O:38][CH3:39])=[O:37])=[CH:31][CH:30]=3)[C:25]2[C:20](=[CH:21][CH:22]=[CH:23][CH:24]=2)[CH2:19][CH2:18][CH2:17]1.N1C=CC=CC=1. Product: [N:16]1([C:26]2[C:27]([O:6][S:3]([C:2]([F:15])([F:14])[F:1])(=[O:5])=[O:4])=[N:28][C:29]3[C:34]([N:35]=2)=[CH:33][C:32]([C:36]([O:38][CH3:39])=[O:37])=[CH:31][CH:30]=3)[C:25]2[C:20](=[CH:21][CH:22]=[CH:23][CH:24]=2)[CH2:19][CH2:18][CH2:17]1. The catalyst class is: 4.